Task: Predict the reactants needed to synthesize the given product.. Dataset: Full USPTO retrosynthesis dataset with 1.9M reactions from patents (1976-2016) (1) Given the product [CH3:8][C:6]1[CH:7]=[C:2]2[C:3]([S:9](=[O:10])(=[O:11])[NH:12][C:13]3[C:14]2=[CH:15][CH:16]=[C:17]2[C:22]=3[N:21]=[CH:20][CH:19]=[CH:18]2)=[CH:4][CH:5]=1, predict the reactants needed to synthesize it. The reactants are: N[C:2]1[CH:7]=[C:6]([CH3:8])[CH:5]=[CH:4][C:3]=1[S:9]([NH:12][C:13]1[CH:14]=[CH:15][CH:16]=[C:17]2[C:22]=1[N:21]=[CH:20][CH:19]=[CH:18]2)(=[O:11])=[O:10].N(OC(C)(C)C)=O.CC(O)=O. (2) Given the product [Br:1][C:18]1[CH:19]=[C:20]2[C:15](=[C:16]([CH3:21])[CH:17]=1)[NH:14][C:13]1[N:22]=[CH:23][C:10]([CH3:9])=[CH:11][C:12]2=1, predict the reactants needed to synthesize it. The reactants are: [Br:1]N1C(=O)CCC1=O.[CH3:9][C:10]1[CH:23]=[N:22][C:13]2[NH:14][C:15]3[C:20]([C:12]=2[CH:11]=1)=[CH:19][CH:18]=[CH:17][C:16]=3[CH3:21].S([O-])([O-])=O.[Na+].[Na+].C(OCC)(=O)C. (3) Given the product [CH:16]1([N:13]2[CH2:14][CH2:15][N:10]([C:4]3[CH:5]=[C:6]([C:8]#[N:9])[CH:7]=[C:2]([C:27]4[CH:28]=[CH:29][C:24]([C:23]([F:34])([F:33])[F:22])=[CH:25][CH:26]=4)[N:3]=3)[CH2:11][CH2:12]2)[CH2:21][CH2:20][CH2:19][CH2:18][CH2:17]1, predict the reactants needed to synthesize it. The reactants are: Cl[C:2]1[CH:7]=[C:6]([C:8]#[N:9])[CH:5]=[C:4]([N:10]2[CH2:15][CH2:14][N:13]([CH:16]3[CH2:21][CH2:20][CH2:19][CH2:18][CH2:17]3)[CH2:12][CH2:11]2)[N:3]=1.[F:22][C:23]([F:34])([F:33])[C:24]1[CH:29]=[CH:28][C:27](B(O)O)=[CH:26][CH:25]=1.C(=O)([O-])[O-].[Cs+].[Cs+].CC(C1C=C(C(C)C)C(C2C=CC=CC=2P(C2CCCCC2)C2CCCCC2)=C(C(C)C)C=1)C. (4) Given the product [CH2:7]([C:9]1([OH:10])[C@@H:4]2[C@@H:5]([O:6][C:2]([CH3:11])([CH3:1])[O:3]2)[CH2:7][S:8]1)[CH2:5][CH:4]=[CH2:9], predict the reactants needed to synthesize it. The reactants are: [CH3:1][C:2]1([CH3:11])[O:6][C@H:5]2[CH2:7][S:8][C:9](=[O:10])[C@H:4]2[O:3]1.